This data is from Full USPTO retrosynthesis dataset with 1.9M reactions from patents (1976-2016). The task is: Predict the reactants needed to synthesize the given product. (1) The reactants are: [N:1]1([C@H:7]2[CH2:16][CH2:15][C:14]3[CH:13]=[C:12]([C:17]#[N:18])[CH:11]=[CH:10][C:9]=3[CH2:8]2)[CH2:6][CH2:5][NH:4][CH2:3][CH2:2]1.Br[CH2:20][CH2:21][C:22]1[CH:27]=[CH:26][C:25]([N+:28]([O-:30])=[O:29])=[CH:24][CH:23]=1.C(N(CC)CC)C. Given the product [N+:28]([C:25]1[CH:26]=[CH:27][C:22]([CH2:21][CH2:20][N:4]2[CH2:3][CH2:2][N:1]([C@H:7]3[CH2:16][CH2:15][C:14]4[CH:13]=[C:12]([C:17]#[N:18])[CH:11]=[CH:10][C:9]=4[CH2:8]3)[CH2:6][CH2:5]2)=[CH:23][CH:24]=1)([O-:30])=[O:29], predict the reactants needed to synthesize it. (2) Given the product [CH3:8][C:6](=[CH2:7])[C:13](=[O:30])[C@@H:14]([NH:22][C:23](=[O:29])[O:24][C:25]([CH3:26])([CH3:27])[CH3:28])[CH2:15][CH:16]1[CH2:20][CH2:19][NH:18][C:17]1=[O:21], predict the reactants needed to synthesize it. The reactants are: [Li]CCCC.[C:6](Br)([CH3:8])=[CH2:7].CON(C)[C:13](=[O:30])[C@@H:14]([NH:22][C:23](=[O:29])[O:24][C:25]([CH3:28])([CH3:27])[CH3:26])[CH2:15][CH:16]1[CH2:20][CH2:19][NH:18][C:17]1=[O:21].[NH4+].[Cl-]. (3) Given the product [F:17][C:18]1[CH:19]=[C:20]([CH2:26][CH2:27][C:28]([O:30][CH2:31][CH3:32])=[O:29])[CH:21]=[C:22]([F:25])[C:23]=1[O:16][CH2:15][C:10]1[C:11]([CH3:14])=[N:12][S:13][C:9]=1[C:3]1[CH:4]=[CH:5][C:6]([CH3:8])=[CH:7][C:2]=1[F:1], predict the reactants needed to synthesize it. The reactants are: [F:1][C:2]1[CH:7]=[C:6]([CH3:8])[CH:5]=[CH:4][C:3]=1[C:9]1[S:13][N:12]=[C:11]([CH3:14])[C:10]=1[CH2:15][OH:16].[F:17][C:18]1[CH:19]=[C:20]([CH2:26][CH2:27][C:28]([O:30][CH2:31][CH3:32])=[O:29])[CH:21]=[C:22]([F:25])[C:23]=1O.C1CCN(C(N=NC(N2CCCCC2)=O)=O)CC1.P(CCCC)(CCCC)CCCC. (4) Given the product [NH2:23][C:22]1[N:9]([CH:6]2[CH2:7][CH2:8][O:3][CH2:4][CH2:5]2)[N:10]=[CH:18][C:19]=1[C:20]#[N:21], predict the reactants needed to synthesize it. The reactants are: Cl.Cl.[O:3]1[CH2:8][CH2:7][CH:6]([NH:9][NH2:10])[CH2:5][CH2:4]1.[O-]CC.[Na+].C(O[CH:18]=[C:19]([C:22]#[N:23])[C:20]#[N:21])C. (5) Given the product [Cl:8][C:4]1[CH:5]=[CH:6][CH:7]=[C:2]([C:88]#[N:89])[C:3]=1[N:9]1[C:13]2[N:14]=[CH:15][N:16]=[C:17]([O:18][C@@H:19]([CH2:30][O:31][C@H:32]([CH3:45])[CH2:33][O:34][Si:35]([CH:42]([CH3:44])[CH3:43])([CH:39]([CH3:41])[CH3:40])[CH:36]([CH3:38])[CH3:37])[C:20]([NH:22][C:23]3[CH:28]=[N:27][C:26]([CH3:29])=[CH:25][N:24]=3)=[O:21])[C:12]=2[CH:11]=[N:10]1, predict the reactants needed to synthesize it. The reactants are: Br[C:2]1[CH:7]=[CH:6][CH:5]=[C:4]([Cl:8])[C:3]=1[N:9]1[C:13]2=[N:14][CH:15]=[N:16][C:17]([O:18][C@@H:19]([CH2:30][O:31][C@H:32]([CH3:45])[CH2:33][O:34][Si:35]([CH:42]([CH3:44])[CH3:43])([CH:39]([CH3:41])[CH3:40])[CH:36]([CH3:38])[CH3:37])[C:20]([NH:22][C:23]3[CH:28]=[N:27][C:26]([CH3:29])=[CH:25][N:24]=3)=[O:21])=[C:12]2[CH:11]=[N:10]1.CC1(C)C2C=CC=C(P(C3C=CC=CC=3)C3C=CC=CC=3)C=2OC2C1=CC=CC=2P(C1C=CC=CC=1)C1C=CC=CC=1.[CH3:88][N:89]1CCCC1=O. (6) Given the product [CH3:22][C:19]1([CH3:23])[O:18][C@@H:17]([CH2:16][N:15]2[C:6]3[C:5]4[CH:4]=[CH:3][C:2]([C:34]5[CH:35]=[N:36][CH:37]=[CH:38][CH:39]=5)=[CH:11][C:10]=4[N:9]=[C:8]([NH2:12])[C:7]=3[N:13]=[C:14]2[CH2:24][O:25][CH2:26][CH3:27])[CH2:21][O:20]1, predict the reactants needed to synthesize it. The reactants are: Br[C:2]1[CH:3]=[CH:4][C:5]2[C:6]3[N:15]([CH2:16][C@H:17]4[CH2:21][O:20][C:19]([CH3:23])([CH3:22])[O:18]4)[C:14]([CH2:24][O:25][CH2:26][CH3:27])=[N:13][C:7]=3[C:8]([NH2:12])=[N:9][C:10]=2[CH:11]=1.B1([C:34]2[CH:39]=[CH:38][CH:37]=[N:36][CH:35]=2)OCCCO1. (7) The reactants are: [CH2:1]([C@@:8]12[CH2:21][CH2:20][C:19](=[O:22])[CH:18]=[C:17]1[CH2:16][CH2:15][C:14]1[CH:13]=[C:12]([C:23]([O:25][CH3:26])=[O:24])[CH:11]=[CH:10][C:9]2=1)[C:2]1C=CC=CC=1.C1COCC1. Given the product [CH2:1]([C@:8]12[CH2:21][CH2:20][C:19](=[O:22])[CH2:18][C@H:17]1[CH2:16][CH2:15][C:14]1[CH:13]=[C:12]([C:23]([O:25][CH3:26])=[O:24])[CH:11]=[CH:10][C:9]2=1)[CH3:2].[CH2:1]([C@@:8]12[CH2:21][CH2:20][C:19](=[O:22])[CH2:18][C@@H:17]1[CH2:16][CH2:15][C:14]1[CH:13]=[C:12]([C:23]([O:25][CH3:26])=[O:24])[CH:11]=[CH:10][C:9]2=1)[CH3:2], predict the reactants needed to synthesize it.